This data is from Forward reaction prediction with 1.9M reactions from USPTO patents (1976-2016). The task is: Predict the product of the given reaction. (1) Given the reactants [OH:1][CH2:2][CH2:3][CH2:4][CH2:5][NH:6][S:7]([C:10]1[CH:15]=[CH:14][C:13](Br)=[C:12]([F:17])[CH:11]=1)(=[O:9])=[O:8].[F:18][C:19]([F:30])([F:29])[C:20]1[CH:25]=[CH:24][C:23](B(O)O)=[CH:22][CH:21]=1, predict the reaction product. The product is: [OH:1][CH2:2][CH2:3][CH2:4][CH2:5][NH:6][S:7]([C:10]1[CH:15]=[CH:14][C:13]([C:23]2[CH:24]=[CH:25][C:20]([C:19]([F:30])([F:29])[F:18])=[CH:21][CH:22]=2)=[C:12]([F:17])[CH:11]=1)(=[O:9])=[O:8]. (2) Given the reactants [CH2:1]([O:8][CH2:9][CH2:10][CH2:11][CH2:12][C@H:13]([NH:17][C:18]([O:20][CH2:21][CH:22]1[C:34]2[CH:33]=[CH:32][CH:31]=[CH:30][C:29]=2[C:28]2[C:23]1=[CH:24][CH:25]=[CH:26][CH:27]=2)=[O:19])[C:14](O)=[O:15])[C:2]1[CH:7]=[CH:6][CH:5]=[CH:4][CH:3]=1.[CH2:35]([O:37][C:38]([N:40]1[CH2:45][CH2:44][NH:43][CH2:42][CH2:41]1)=[O:39])[CH3:36].C(N1CCOCC1)C.[B-](F)(F)(F)F.CCOC(C(C#N)=NOC(N(C)C)=[N+](C)C)=O, predict the reaction product. The product is: [CH2:35]([O:37][C:38]([N:40]1[CH2:41][CH2:42][N:43]([C:14](=[O:15])[C@@H:13]([NH:17][C:18]([O:20][CH2:21][CH:22]2[C:23]3[CH:24]=[CH:25][CH:26]=[CH:27][C:28]=3[C:29]3[C:34]2=[CH:33][CH:32]=[CH:31][CH:30]=3)=[O:19])[CH2:12][CH2:11][CH2:10][CH2:9][O:8][CH2:1][C:2]2[CH:7]=[CH:6][CH:5]=[CH:4][CH:3]=2)[CH2:44][CH2:45]1)=[O:39])[CH3:36]. (3) Given the reactants Cl[C:2]1[CH:10]=[CH:9][C:8]([S:11]([CH3:14])(=[O:13])=[O:12])=[CH:7][C:3]=1[C:4]([OH:6])=[O:5].[CH3:15][C:16]([CH3:20])([CH3:19])[CH2:17][OH:18], predict the reaction product. The product is: [CH3:15][C:16]([CH3:20])([CH3:19])[CH2:17][O:18][C:2]1[CH:10]=[CH:9][C:8]([S:11]([CH3:14])(=[O:13])=[O:12])=[CH:7][C:3]=1[C:4]([OH:6])=[O:5]. (4) Given the reactants [CH2:1]([O:3][P:4]([C:9]1[CH:14]=[CH:13][CH:12]=[CH:11][C:10]=1[NH2:15])(=[O:8])[O:5][CH2:6][CH3:7])[CH3:2].[Br:16]Br.C(=O)(O)[O-].[Na+], predict the reaction product. The product is: [CH2:6]([O:5][P:4]([C:9]1[CH:14]=[C:13]([Br:16])[CH:12]=[CH:11][C:10]=1[NH2:15])(=[O:8])[O:3][CH2:1][CH3:2])[CH3:7]. (5) The product is: [CH3:7][C:8]([CH3:15])([CH2:9][OH:10])[C@@H:13]([OH:14])[CH2:11][OH:12]. Given the reactants [H-].[Al+3].[Li+].[H-].[H-].[H-].[CH3:7][C:8]1([CH3:15])[C@@H:13]([OH:14])[C:11](=[O:12])[O:10][CH2:9]1, predict the reaction product. (6) The product is: [CH2:1]([O:5][Si:6]([C:9]([CH3:12])([CH3:11])[CH3:10])([CH3:7])[CH3:8])[C@H:2]1[O:4][CH2:3]1. Given the reactants [CH2:1]([O:5][Si:6]([C:9]([CH3:12])([CH3:11])[CH3:10])([CH3:8])[CH3:7])[CH:2]1[O:4][CH2:3]1.O.C(OCC1C=CC=CC=1)[C@@H]1OC1, predict the reaction product. (7) Given the reactants [CH3:1][O:2][C:3]1[CH:4]=[C:5]([CH2:30][C:31]([O:33][CH3:34])=[O:32])[CH:6]=[CH:7][C:8]=1[O:9][C:10]1[C:11]([N+:27]([O-])=O)=[C:12]2[C:16](=[CH:17][CH:18]=1)[N:15]([CH2:19][O:20][CH2:21][CH2:22][Si:23]([CH3:26])([CH3:25])[CH3:24])[N:14]=[CH:13]2, predict the reaction product. The product is: [NH2:27][C:11]1[C:10]([O:9][C:8]2[CH:7]=[CH:6][C:5]([CH2:30][C:31]([O:33][CH3:34])=[O:32])=[CH:4][C:3]=2[O:2][CH3:1])=[CH:18][CH:17]=[C:16]2[C:12]=1[CH:13]=[N:14][N:15]2[CH2:19][O:20][CH2:21][CH2:22][Si:23]([CH3:26])([CH3:25])[CH3:24]. (8) Given the reactants Cl[C:2]1[N:7]2[N:8]=[C:9]([NH:11][C:12](=[O:19])[C:13]3[CH:18]=[CH:17][CH:16]=[CH:15][CH:14]=3)[N:10]=[C:6]2[CH:5]=[CH:4][CH:3]=1.Cl.[O:21]1[CH2:26][CH2:25][CH2:24][CH:23]([NH2:27])[CH2:22]1, predict the reaction product. The product is: [O:21]1[CH2:26][CH2:25][CH2:24][CH:23]([NH:27][C:2]2[N:7]3[N:8]=[C:9]([NH:11][C:12](=[O:19])[C:13]4[CH:18]=[CH:17][CH:16]=[CH:15][CH:14]=4)[N:10]=[C:6]3[CH:5]=[CH:4][CH:3]=2)[CH2:22]1. (9) Given the reactants [Cl:1][C:2]1[C:11]([O:12][CH3:13])=[CH:10][C:9]([O:14][CH3:15])=[C:8]([F:16])[C:3]=1[C:4](OC)=[O:5].O1CCCC1.[H-].[Al+3].[Li+].[H-].[H-].[H-].S([O-])([O-])(=O)=O.[Na+].[Na+], predict the reaction product. The product is: [Cl:1][C:2]1[C:11]([O:12][CH3:13])=[CH:10][C:9]([O:14][CH3:15])=[C:8]([F:16])[C:3]=1[CH2:4][OH:5].